Predict the reaction yield, written as a fraction of the theoretical maximum amount of product (1.0 means a 100% yield; for example, 0.34 means a 34% yield). From a dataset of Reaction yield outcomes from USPTO patents with 853,638 reactions. (1) The reactants are OS(O)(=O)=O.[NH2:6][C:7]1[N:15]=[CH:14][CH:13]=[CH:12][C:8]=1[C:9]([OH:11])=[O:10].[CH3:16]O. No catalyst specified. The product is [NH2:6][C:7]1[N:15]=[CH:14][CH:13]=[CH:12][C:8]=1[C:9]([O:11][CH3:16])=[O:10]. The yield is 0.710. (2) The reactants are [CH2:1]1[CH2:11][C:9](=O)[C:8]2[C:3](=[CH:4][CH:5]=[CH:6][CH:7]=2)[CH2:2]1.Cl.[NH2:13][OH:14]. The catalyst is CO. The product is [C:9]1(=[N:13][OH:14])[C:8]2[C:3](=[CH:4][CH:5]=[CH:6][CH:7]=2)[CH2:2][CH2:1][CH2:11]1. The yield is 0.630. (3) The reactants are [NH2:1][C@@H:2]([CH2:7][OH:8])[CH2:3][CH2:4][S:5][CH3:6].[C:9](#N)[C:10]1[CH:15]=[CH:14][CH:13]=[CH:12][CH:11]=1. The catalyst is [Br-].[Zn+2].[Br-]. The product is [CH3:6][S:5][CH2:4][CH2:3][C@@H:2]1[CH2:7][O:8][C:9]([C:10]2[CH:15]=[CH:14][CH:13]=[CH:12][CH:11]=2)=[N:1]1. The yield is 0.486. (4) The reactants are [CH3:1][N:2]1[C:10]2[CH2:9][CH2:8][CH2:7][CH:6]([C:11]([O-:13])=[O:12])[C:5]=2[CH:4]=[N:3]1.[Li+].[OH-].Cl. The catalyst is CO.C1COCC1.O. The product is [CH3:1][N:2]1[C:10]2[CH2:9][CH2:8][CH2:7][CH:6]([C:11]([OH:13])=[O:12])[C:5]=2[CH:4]=[N:3]1. The yield is 0.940.